From a dataset of Full USPTO retrosynthesis dataset with 1.9M reactions from patents (1976-2016). Predict the reactants needed to synthesize the given product. (1) Given the product [OH:18][CH2:14][CH2:15][C:16]#[C:17][C:2]1[C:11]([O:12][CH3:13])=[CH:10][CH:9]=[CH:8][C:3]=1[C:4]([O:6][CH3:7])=[O:5], predict the reactants needed to synthesize it. The reactants are: Br[C:2]1[C:11]([O:12][CH3:13])=[CH:10][CH:9]=[CH:8][C:3]=1[C:4]([O:6][CH3:7])=[O:5].[CH2:14]([OH:18])[CH2:15][C:16]#[CH:17]. (2) Given the product [NH2:1][C:2]1[CH:7]=[CH:6][CH:5]=[CH:4][C:3]=1[NH:8][C:9](=[O:28])[C:10]1[CH:15]=[CH:14][C:13]([CH2:16][N:17]2[CH2:25][C:24]3[C:19](=[CH:20][CH:21]=[CH:22][C:23]=3[C:32]3[CH:31]=[C:30]([F:29])[CH:35]=[C:34]([F:36])[CH:33]=3)[C:18]2=[O:27])=[CH:12][CH:11]=1, predict the reactants needed to synthesize it. The reactants are: [NH2:1][C:2]1[CH:7]=[CH:6][CH:5]=[CH:4][C:3]=1[NH:8][C:9](=[O:28])[C:10]1[CH:15]=[CH:14][C:13]([CH2:16][N:17]2[CH2:25][C:24]3[C:19](=[CH:20][CH:21]=[CH:22][C:23]=3Br)[C:18]2=[O:27])=[CH:12][CH:11]=1.[F:29][C:30]1[CH:31]=[C:32](B(O)O)[CH:33]=[C:34]([F:36])[CH:35]=1.